Dataset: Reaction yield outcomes from USPTO patents with 853,638 reactions. Task: Predict the reaction yield, written as a fraction of the theoretical maximum amount of product (1.0 means a 100% yield; for example, 0.34 means a 34% yield). No catalyst specified. The yield is 0.660. The product is [F:1][C:2]1[CH:39]=[CH:38][C:5]([CH2:6][O:7][C:8]2[C:17]3[C:16]([CH3:19])([CH3:18])[CH2:15][CH2:14][C:13]([CH3:20])([CH3:21])[C:12]=3[CH:11]=[C:10]([C:22]([C:24]3[CH:25]=[C:26]4[C:31](=[CH:32][CH:33]=3)[CH:30]=[C:29]([C:34]([OH:36])=[O:35])[CH:28]=[CH:27]4)=[O:23])[CH:9]=2)=[CH:4][CH:3]=1. The reactants are [F:1][C:2]1[CH:39]=[CH:38][C:5]([CH2:6][O:7][C:8]2[C:17]3[C:16]([CH3:19])([CH3:18])[CH2:15][CH2:14][C:13]([CH3:21])([CH3:20])[C:12]=3[CH:11]=[C:10]([C:22]([C:24]3[CH:25]=[C:26]4[C:31](=[CH:32][CH:33]=3)[CH:30]=[C:29]([C:34]([O:36]C)=[O:35])[CH:28]=[CH:27]4)=[O:23])[CH:9]=2)=[CH:4][CH:3]=1.[OH-].[Na+].